Dataset: Experimentally validated miRNA-target interactions with 360,000+ pairs, plus equal number of negative samples. Task: Binary Classification. Given a miRNA mature sequence and a target amino acid sequence, predict their likelihood of interaction. (1) The miRNA is hsa-miR-7-1-3p with sequence CAACAAAUCACAGUCUGCCAUA. Result: 0 (no interaction). The protein sequence of the target gene is MASGRPEELWEAVVGAAERFQARTGTELVLLTAAPPPPPRPGPCAYAAHGRGALAEAARRCLHDIAQAHRAATATRPPGPPPAPQPPSPAPSPPPRPALAREDEEEDEDEPTETETSGERLGGSDNGGLFMMDEDATLQDLPPFCESDPESTDDGSLSEETPAGPTACPQPPATALPTQQYAKSLPVSVPVWAFKEKRTEARSSDEENGPPSSPDLDRIAASMRALVLREAEDTQVFGDLPRPRLNTSDFQKLKRKY. (2) The miRNA is hsa-let-7f-5p with sequence UGAGGUAGUAGAUUGUAUAGUU. The protein sequence of the target gene is MTTFFTSVPPWIQDAKQEEEVGWKLVPRPRGREAESQVKCQCEISGTPFSNGEKLRPHSLPQPEQRPYSCPQLHCGKAFASKYKLYRHMATHSAQKPHQCMYCDKMFHRKDHLRNHLQTHDPNKEALHCSECGKNYNTKLGYRRHLAMHAASSGDLSCKVCLQTFESTQALLEHLKAHSRRVAGGAKEKKHPCDHCDRRFYTRKDVRRHLVVHTGRKDFLCQYCAQRFGRKDHLTRHVKKSHSQELLKIKTEPVDMLGLLSCSSTVSVKEELSPVLCMASRDVMGTKAFPGMLPMGMYGA.... Result: 1 (interaction). (3) Result: 0 (no interaction). The protein sequence of the target gene is MVQAWYMDESTADPRKPHRAQPDRPVSLEQLRTLGVLYWKLDADKYENDPELEKIRKMRNYSWMDIITICKDTLPNYEEKIKMFFEEHLHLDEEIRYILEGSGYFDVRDKEDKWIRISMEKGDMITLPAGIYHRFTLDEKNYVKAMRLFVGEPVWTPYNRPADHFDARVQYMSFLEGTA. The miRNA is hsa-miR-4799-3p with sequence ACUGGCAUGCUGCAUUUAUAUA. (4) The miRNA is hsa-miR-766-5p with sequence AGGAGGAAUUGGUGCUGGUCUU. The protein sequence of the target gene is MGFPAAALLCALCCGLLAPAARAGYSEERCSWRGSGLTQEPGSVGQLALACAEGAVEWLYPAGALRLTLGGPDPRARPGIACLRPVRPFAGAQVFAERAGGALELLLAEGPGPAGGRCVRWGPRERRALFLQATPHQDISRRVAAFRFELREDGRPELPPQAHGLGVDGACRPCSDAELLLAACTSDFVIHGIIHGVTHDVELQESVITVVAARVLRQTPPLFQAGRSGDQGLTSIRTPLRCGVHPGPGTFLFMGWSRFGEARLGCAPRFQEFRRAYEAARAAHLHPCEVALH. Result: 0 (no interaction).